From a dataset of Catalyst prediction with 721,799 reactions and 888 catalyst types from USPTO. Predict which catalyst facilitates the given reaction. (1) Reactant: [Cl:1][C:2]1[CH:7]=[CH:6][C:5]([S:8][C:9]2[C:10]([C:20]3[CH:25]=[CH:24][C:23](I)=[CH:22][CH:21]=3)=[N:11][N:12]([C:14]3[CH:19]=[CH:18][CH:17]=[CH:16][CH:15]=3)[CH:13]=2)=[CH:4][CH:3]=1.C([Mg]Cl)(C)C.[CH:32](=[O:35])[CH2:33][CH3:34].[Cl-].[NH4+]. Product: [Cl:1][C:2]1[CH:7]=[CH:6][C:5]([S:8][C:9]2[C:10]([C:20]3[CH:25]=[CH:24][C:23]([CH:32]([OH:35])[CH2:33][CH3:34])=[CH:22][CH:21]=3)=[N:11][N:12]([C:14]3[CH:19]=[CH:18][CH:17]=[CH:16][CH:15]=3)[CH:13]=2)=[CH:4][CH:3]=1. The catalyst class is: 1. (2) Reactant: [N+:1]([C:4]1[CH:9]=[CH:8][C:7]([CH:10]([CH2:15][C:16]([OH:18])=[O:17])[CH2:11][C:12]([OH:14])=O)=[CH:6][CH:5]=1)([O-:3])=[O:2].C(OC(=O)C)(=O)C. Product: [N+:1]([C:4]1[CH:5]=[CH:6][C:7]([CH:10]2[CH2:11][C:12](=[O:14])[O:18][C:16](=[O:17])[CH2:15]2)=[CH:8][CH:9]=1)([O-:3])=[O:2]. The catalyst class is: 28. (3) Reactant: [C:1]1([S:7]([N:10]2[C:18]3[C:13](=[C:14]([O:21][CH3:22])[C:15]([O:19][CH3:20])=[CH:16][CH:17]=3)[CH:12]=[CH:11]2)(=[O:9])=[O:8])[CH:6]=[CH:5][CH:4]=[CH:3][CH:2]=1.CN(CCN(C)C)C.[Li+].CC([N-]C(C)C)C.[I:39]I. Product: [C:1]1([S:7]([N:10]2[C:18]3[C:13](=[C:14]([O:21][CH3:22])[C:15]([O:19][CH3:20])=[CH:16][CH:17]=3)[CH:12]=[C:11]2[I:39])(=[O:8])=[O:9])[CH:2]=[CH:3][CH:4]=[CH:5][CH:6]=1. The catalyst class is: 1. (4) Reactant: [C:1]([O:20][CH2:21][CH:22]([CH2:24][O:25][C:26](=[O:42])[CH2:27][CH2:28][CH2:29][CH2:30][CH2:31][CH2:32][CH2:33][CH2:34][CH2:35][CH2:36][CH2:37][CH2:38][CH2:39][CH2:40][CH3:41])[OH:23])(=[O:19])[CH2:2][CH2:3][CH2:4][CH2:5][CH2:6][CH2:7][CH2:8]/[CH:9]=[CH:10]\[CH2:11][CH2:12][CH2:13][CH2:14][CH2:15][CH2:16][CH2:17][CH3:18].C1(N=C=NC2CCCCC2)CCCCC1.CN(C1C=CC=CN=1)C.[CH2:67]([CH2:81][C:82](O)=[S:83])[CH2:68][CH2:69][CH2:70][CH2:71][CH2:72][CH2:73][CH2:74][CH2:75][CH2:76][CH2:77][CH2:78][CH2:79][CH3:80]. Product: [C:1]([O:20][CH:21]([C:82](=[S:83])[CH2:81][CH2:67][CH2:68][CH2:69][CH2:70][CH2:71][CH2:72][CH2:73][CH2:74][CH2:75][CH2:76][CH2:77][CH2:78][CH2:79][CH3:80])[CH:22]([CH2:24][O:25][C:26](=[O:42])[CH2:27][CH2:28][CH2:29][CH2:30][CH2:31][CH2:32][CH2:33][CH2:34][CH2:35][CH2:36][CH2:37][CH2:38][CH2:39][CH2:40][CH3:41])[OH:23])(=[O:19])[CH2:2][CH2:3][CH2:4][CH2:5][CH2:6][CH2:7][CH2:8]/[CH:9]=[CH:10]\[CH2:11][CH2:12][CH2:13][CH2:14][CH2:15][CH2:16][CH2:17][CH3:18]. The catalyst class is: 4. (5) Reactant: [CH2:1]([O:8][CH2:9][CH2:10]O)[C:2]1[CH:7]=[CH:6][CH:5]=[CH:4][CH:3]=1.C1C=CC(P(C2C=CC=CC=2)C2C=CC=CC=2)=CC=1.C1C(=O)N([Br:38])C(=O)C1. Product: [Br:38][CH2:10][CH2:9][O:8][CH2:1][C:2]1[CH:7]=[CH:6][CH:5]=[CH:4][CH:3]=1. The catalyst class is: 2. (6) Reactant: [CH3:1][C:2]1[CH:3]=[C:4]([CH:7]=[CH:8][C:9]=1[N+:10]([O-:12])=[O:11])[CH2:5]Cl.[Cl:13][C:14]1[C:15]([C:19]([F:22])([F:21])[F:20])=[N:16][NH:17][CH:18]=1.C(=O)([O-])[O-].[K+].[K+]. Product: [CH3:1][C:2]1[CH:3]=[C:4]([CH:7]=[CH:8][C:9]=1[N+:10]([O-:12])=[O:11])[CH2:5][N:17]1[CH:18]=[C:14]([Cl:13])[C:15]([C:19]([F:22])([F:21])[F:20])=[N:16]1. The catalyst class is: 39.